This data is from Reaction yield outcomes from USPTO patents with 853,638 reactions. The task is: Predict the reaction yield, written as a fraction of the theoretical maximum amount of product (1.0 means a 100% yield; for example, 0.34 means a 34% yield). (1) The reactants are C1(P(C2C=CC=CC=2)C2C=CC=CC=2)C=CC=CC=1.BrN1C(=O)CCC1=O.[CH:28]1([CH2:33][CH:34]([C:38]2[CH:43]=[CH:42][C:41]([Cl:44])=[C:40]([Cl:45])[CH:39]=2)[C:35]([OH:37])=O)[CH2:32][CH2:31][CH2:30][CH2:29]1.[NH2:46][C:47]1[CH:54]=[CH:53][C:50]([C:51]#[N:52])=[CH:49][N:48]=1.N1C=CC=CC=1. The catalyst is C(Cl)Cl.O. The product is [C:51]([C:50]1[CH:53]=[CH:54][C:47]([NH:46][C:35](=[O:37])[CH:34]([C:38]2[CH:43]=[CH:42][C:41]([Cl:44])=[C:40]([Cl:45])[CH:39]=2)[CH2:33][CH:28]2[CH2:29][CH2:30][CH2:31][CH2:32]2)=[N:48][CH:49]=1)#[N:52]. The yield is 0.730. (2) The reactants are [NH2:1][C:2]1[N:3]=[C:4]([N:13]2[CH2:18][CH2:17][N:16]([C:19](=[O:29])[CH2:20][O:21][C:22]3[CH:27]=[CH:26][C:25]([Cl:28])=[CH:24][CH:23]=3)[CH2:15][CH2:14]2)[C:5]2[N:10]=[C:9]([S:11][CH3:12])[S:8][C:6]=2[N:7]=1.C1C=C(Cl)C=C(C(OO)=[O:38])C=1. The catalyst is ClCCl. The product is [NH2:1][C:2]1[N:3]=[C:4]([N:13]2[CH2:18][CH2:17][N:16]([C:19](=[O:29])[CH2:20][O:21][C:22]3[CH:27]=[CH:26][C:25]([Cl:28])=[CH:24][CH:23]=3)[CH2:15][CH2:14]2)[C:5]2[N:10]=[C:9]([S:11]([CH3:12])=[O:38])[S:8][C:6]=2[N:7]=1. The yield is 0.700. (3) The reactants are Br[C:2]1[C:6]2[C:7]([NH2:11])=[N:8][CH:9]=[CH:10][C:5]=2[O:4][CH:3]=1.[F:12][C:13]1[C:21](B2OC(C)(C)C(C)(C)O2)=[CH:20][CH:19]=[C:18]2[C:14]=1[CH2:15][CH2:16][N:17]2[C:31]([O:33][C:34]([CH3:37])([CH3:36])[CH3:35])=[O:32].C(=O)(O)[O-].[Na+]. The catalyst is C1C=CC(P(C2C=CC=CC=2)[C-]2C=CC=C2)=CC=1.C1C=CC(P(C2C=CC=CC=2)[C-]2C=CC=C2)=CC=1.Cl[Pd]Cl.[Fe+2].C(Cl)Cl.O1CCOCC1. The product is [NH2:11][C:7]1[C:6]2[C:2]([C:21]3[C:13]([F:12])=[C:14]4[C:18](=[CH:19][CH:20]=3)[N:17]([C:31]([O:33][C:34]([CH3:36])([CH3:35])[CH3:37])=[O:32])[CH2:16][CH2:15]4)=[CH:3][O:4][C:5]=2[CH:10]=[CH:9][N:8]=1. The yield is 0.381. (4) The product is [NH2:3][C:4]1[CH:9]=[CH:8][C:7]([C:10]2[CH2:11][C@@H:12]3[N:18]([CH:19]=2)[C:17](=[O:20])[C:16]2[CH:21]=[C:22]([O:64][CH3:65])[C:23]([O:25][CH2:26][CH2:27][CH2:28][O:29][C:30]4[C:61]([O:62][CH3:63])=[CH:60][C:33]5[C:34](=[O:59])[N:35]6[CH:50]=[C:49]([C:51]7[CH:52]=[CH:53][C:54]([O:57][CH3:58])=[CH:55][CH:56]=7)[CH2:48][C@H:36]6[CH:37]=[N:38][C:32]=5[CH:31]=4)=[CH:24][C:15]=2[N:14]=[CH:13]3)=[CH:6][CH:5]=1. The yield is 0.610. The catalyst is C1COCC1. The reactants are [Li+].[BH4-].[NH2:3][C:4]1[CH:9]=[CH:8][C:7]([C:10]2[CH2:11][C@@H:12]3[N:18]([CH:19]=2)[C:17](=[O:20])[C:16]2[CH:21]=[C:22]([O:64][CH3:65])[C:23]([O:25][CH2:26][CH2:27][CH2:28][O:29][C:30]4[C:61]([O:62][CH3:63])=[CH:60][C:33]5[C:34](=[O:59])[N:35]6[CH:50]=[C:49]([C:51]7[CH:56]=[CH:55][C:54]([O:57][CH3:58])=[CH:53][CH:52]=7)[CH2:48][C@H:36]6[C:37](=O)[N:38](COCC[Si](C)(C)C)[C:32]=5[CH:31]=4)=[CH:24][C:15]=2[N:14](COCC[Si](C)(C)C)[C:13]3=O)=[CH:6][CH:5]=1.CCO. (5) The reactants are C(C1SC2C(=O)N(C3C=CC=C(C4N=C(NC5C=CC(C6C(=O)NCCN6C)=CC=5)C(=O)N(C)C=4)C=3C)CC=2C=1)(C)(C)C.C([O:47][CH2:48][C:49]1[C:54](B2OC(C)(C)C(C)(C)O2)=[CH:53][CH:52]=[CH:51][C:50]=1[N:64]1[CH2:72][C:71]2[C:66](=[CH:67][CH:68]=[C:69]([N:73]([CH3:75])[CH3:74])[CH:70]=2)[C:65]1=[O:76])(=O)C.Br[C:78]1[CH:79]=[C:80]([NH:86][C:87]2[CH:92]=[CH:91][N:90]=[CH:89][N:88]=2)[C:81](=[O:85])[N:82]([CH3:84])[CH:83]=1. The yield is 0.280. No catalyst specified. The product is [CH3:74][N:73]([CH3:75])[C:69]1[CH:70]=[C:71]2[C:66](=[CH:67][CH:68]=1)[C:65](=[O:76])[N:64]([C:50]1[CH:51]=[CH:52][CH:53]=[C:54]([C:78]3[CH:79]=[C:80]([NH:86][C:87]4[CH:92]=[CH:91][N:90]=[CH:89][N:88]=4)[C:81](=[O:85])[N:82]([CH3:84])[CH:83]=3)[C:49]=1[CH2:48][OH:47])[CH2:72]2. (6) The product is [Br:1][C:2]1[CH:7]=[C:6]([N:16]([CH3:17])[CH3:15])[CH:5]=[N:4][CH:3]=1. The reactants are [Br:1][C:2]1[CH:3]=[N:4][CH:5]=[C:6](Br)[CH:7]=1.C([O-])([O-])=O.[K+].[K+].[CH3:15][N:16](Cl)[CH3:17]. The yield is 0.880. The catalyst is CN(C=O)C.